Dataset: Forward reaction prediction with 1.9M reactions from USPTO patents (1976-2016). Task: Predict the product of the given reaction. (1) Given the reactants COC1C=CC=C(OC)C=1C(N[C@H]1CCC[C@H]1NC1C=NC2C(=CC=CC=2)N=1)=O.Cl.[NH2:31][C@@H:32]1[CH2:36][CH2:35][CH2:34][C@H:33]1[NH:37][C:38](=[O:49])[C:39]1[C:44]([O:45][CH3:46])=[CH:43][CH:42]=[CH:41][C:40]=1[O:47][CH3:48].Cl[C:51]1[S:52][C:53]2[CH:59]=[C:58]([Cl:60])[CH:57]=[CH:56][C:54]=2[N:55]=1, predict the reaction product. The product is: [Cl:60][C:58]1[CH:57]=[CH:56][C:54]2[N:55]=[C:51]([NH:31][C@@H:32]3[CH2:36][CH2:35][CH2:34][C@H:33]3[NH:37][C:38](=[O:49])[C:39]3[C:44]([O:45][CH3:46])=[CH:43][CH:42]=[CH:41][C:40]=3[O:47][CH3:48])[S:52][C:53]=2[CH:59]=1. (2) The product is: [C:32]([O:35][CH2:36][C:37]1[C:38]([N:52]2[N:61]=[CH:60][C:59]3[C:54](=[C:55]([F:66])[CH:56]=[C:57]([C:62]([CH3:64])([CH3:63])[CH3:65])[CH:58]=3)[C:53]2=[O:67])=[CH:39][CH:40]=[CH:41][C:42]=1[C:2]1[CH:3]=[C:4]([NH:10][C:11]2[N:16]=[CH:15][C:14]([N:17]3[CH:22]4[CH2:23][CH2:24][CH:18]3[CH2:19][N:20]([C:25]([O:27][C:28]([CH3:29])([CH3:30])[CH3:31])=[O:26])[CH2:21]4)=[CH:13][CH:12]=2)[C:5](=[O:9])[N:6]([CH3:8])[N:7]=1)(=[O:34])[CH3:33]. Given the reactants Cl[C:2]1[CH:3]=[C:4]([NH:10][C:11]2[N:16]=[CH:15][C:14]([N:17]3[C@H:22]4[CH2:23][CH2:24][C@@H:18]3[CH2:19][N:20]([C:25]([O:27][C:28]([CH3:31])([CH3:30])[CH3:29])=[O:26])[CH2:21]4)=[CH:13][CH:12]=2)[C:5](=[O:9])[N:6]([CH3:8])[N:7]=1.[C:32]([O:35][CH2:36][C:37]1[C:42](B2OC(C)(C)C(C)(C)O2)=[CH:41][CH:40]=[CH:39][C:38]=1[N:52]1[N:61]=[CH:60][C:59]2[C:54](=[C:55]([F:66])[CH:56]=[C:57]([C:62]([CH3:65])([CH3:64])[CH3:63])[CH:58]=2)[C:53]1=[O:67])(=[O:34])[CH3:33].CC(C1C=C(C(C)C)C(C2C=CC=CC=2P(C2CCCCC2)C2CCCCC2)=C(C(C)C)C=1)C.P([O-])([O-])([O-])=O.[K+].[K+].[K+], predict the reaction product. (3) Given the reactants Br[C:2]1[CH:7]=[CH:6][C:5]([C:8]([N:10]2[CH2:15][CH2:14][N:13]([C:16]3[C:21]([CH3:22])=[CH:20][C:19]([CH3:23])=[CH:18][N:17]=3)[CH2:12][CH2:11]2)=[O:9])=[C:4]([F:24])[CH:3]=1.[CH3:25][C@@H:26]1[O:30][C:29](=[O:31])[NH:28][CH2:27]1, predict the reaction product. The product is: [CH3:22][C:21]1[C:16]([N:13]2[CH2:14][CH2:15][N:10]([C:8]([C:5]3[CH:6]=[CH:7][C:2]([N:28]4[CH2:27][C@H:26]([CH3:25])[O:30][C:29]4=[O:31])=[CH:3][C:4]=3[F:24])=[O:9])[CH2:11][CH2:12]2)=[N:17][CH:18]=[C:19]([CH3:23])[CH:20]=1. (4) Given the reactants Br[C:2]1[N:7]=[C:6]2[N:8]([CH2:11][C:12]3[CH:13]=[C:14]4[C:19](=[CH:20][C:21]=3[F:22])[N:18]=[CH:17][CH:16]=[CH:15]4)[N:9]=[N:10][C:5]2=[N:4][CH:3]=1.C([Sn](CCCC)(CCCC)[C:28]([O:30][CH2:31][CH3:32])=[CH2:29])CCC, predict the reaction product. The product is: [CH2:31]([O:30][C:28]([C:2]1[N:7]=[C:6]2[N:8]([CH2:11][C:12]3[CH:13]=[C:14]4[C:19](=[CH:20][C:21]=3[F:22])[N:18]=[CH:17][CH:16]=[CH:15]4)[N:9]=[N:10][C:5]2=[N:4][CH:3]=1)=[CH2:29])[CH3:32]. (5) Given the reactants [C:1]1([OH:11])[C:10]2[C:5](=[CH:6][CH:7]=[CH:8][CH:9]=2)[CH:4]=[CH:3][CH:2]=1.[C:12]([N:15]1[CH2:20][CH2:19][C:18](=O)[CH2:17][CH2:16]1)(=[O:14])[CH3:13].B(F)(F)F.CCOCC.Cl, predict the reaction product. The product is: [OH:11][C:1]1[C:10]2[C:5](=[CH:6][CH:7]=[CH:8][CH:9]=2)[CH:4]=[CH:3][C:2]=1[C:18]1[CH2:19][CH2:20][N:15]([C:12](=[O:14])[CH3:13])[CH2:16][CH:17]=1. (6) Given the reactants [C:1]([NH2:9])(=[S:8])[C:2]1[CH:7]=[CH:6][CH:5]=[N:4][CH:3]=1.[CH2:10]([O:12][C:13](=[O:19])[CH:14](Cl)[C:15](=O)[CH3:16])[CH3:11], predict the reaction product. The product is: [CH2:10]([O:12][C:13]([C:14]1[S:8][C:1]([C:2]2[CH:3]=[N:4][CH:5]=[CH:6][CH:7]=2)=[N:9][C:15]=1[CH3:16])=[O:19])[CH3:11]. (7) Given the reactants [CH2:1]([O:8][C:9](=[O:16])[NH:10][C@H:11]([C:13](=[O:15])[CH3:14])[CH3:12])[C:2]1[CH:7]=[CH:6][CH:5]=[CH:4][CH:3]=1.[BH4-].[Na+], predict the reaction product. The product is: [CH2:1]([O:8][C:9](=[O:16])[NH:10][C@H:11]([CH:13]([OH:15])[CH3:14])[CH3:12])[C:2]1[CH:7]=[CH:6][CH:5]=[CH:4][CH:3]=1.